Regression. Given two drug SMILES strings and cell line genomic features, predict the synergy score measuring deviation from expected non-interaction effect. From a dataset of NCI-60 drug combinations with 297,098 pairs across 59 cell lines. (1) Drug 1: CCN(CC)CCCC(C)NC1=C2C=C(C=CC2=NC3=C1C=CC(=C3)Cl)OC. Drug 2: C1CCC(C(C1)N)N.C(=O)(C(=O)[O-])[O-].[Pt+4]. Cell line: DU-145. Synergy scores: CSS=37.5, Synergy_ZIP=-1.90, Synergy_Bliss=7.63, Synergy_Loewe=2.91, Synergy_HSA=5.93. (2) Drug 1: CCCS(=O)(=O)NC1=C(C(=C(C=C1)F)C(=O)C2=CNC3=C2C=C(C=N3)C4=CC=C(C=C4)Cl)F. Drug 2: C1CNP(=O)(OC1)N(CCCl)CCCl. Cell line: BT-549. Synergy scores: CSS=-0.000500, Synergy_ZIP=2.31, Synergy_Bliss=3.10, Synergy_Loewe=0.827, Synergy_HSA=0.593.